From a dataset of Catalyst prediction with 721,799 reactions and 888 catalyst types from USPTO. Predict which catalyst facilitates the given reaction. (1) Reactant: [C:1]1([S:7]([C:10]([CH:19]2[CH2:31][C:22]3[NH:23][C:24]4[CH:25]=[CH:26][C:27]([Cl:30])=[CH:28][C:29]=4[C:21]=3[CH2:20]2)([F:18])[C:11]2[O:15][N:14]=[C:13]([CH2:16][NH2:17])[N:12]=2)(=[O:9])=[O:8])[CH:6]=[CH:5][CH:4]=[CH:3][CH:2]=1.[F:32][C:33]([F:38])([F:37])[C:34](O)=[O:35].N1C=CC=CC=1. Product: [C:1]1([S:7]([C:10]([CH:19]2[CH2:31][C:22]3[NH:23][C:24]4[CH:25]=[CH:26][C:27]([Cl:30])=[CH:28][C:29]=4[C:21]=3[CH2:20]2)([F:18])[C:11]2[O:15][N:14]=[C:13]([CH2:16][NH:17][C:34](=[O:35])[C:33]([F:38])([F:37])[F:32])[N:12]=2)(=[O:9])=[O:8])[CH:2]=[CH:3][CH:4]=[CH:5][CH:6]=1. The catalyst class is: 2. (2) Reactant: [Cl:1]N1C(=O)CCC1=O.[NH2:9][C:10]1[CH:18]=[CH:17][CH:16]=[C:15]2[C:11]=1[C:12]([CH2:26][CH3:27])=[N:13][N:14]2[C:19]([O:21][C:22]([CH3:25])([CH3:24])[CH3:23])=[O:20]. Product: [NH2:9][C:10]1[CH:18]=[CH:17][C:16]([Cl:1])=[C:15]2[C:11]=1[C:12]([CH2:26][CH3:27])=[N:13][N:14]2[C:19]([O:21][C:22]([CH3:23])([CH3:25])[CH3:24])=[O:20]. The catalyst class is: 10. (3) Reactant: [NH3:1].CC(O)C.[CH3:6][C:7]1[N:12]=[C:11](SC)[N:10]=[C:9]([C:15]2[C:16]([NH:32][C:33]3[C:34]4[CH:35]=[N:36][N:37](C5CCCCO5)[C:38]=4[CH:39]=[CH:40][CH:41]=3)=[N:17][CH:18]=[C:19]([CH2:21][N:22]3[CH2:27][CH2:26][N:25]([S:28]([CH3:31])(=[O:30])=[O:29])[CH2:24][CH2:23]3)[CH:20]=2)[N:8]=1.C(O)(C(F)(F)F)=O. Product: [NH2:1][C:11]1[N:12]=[C:7]([CH3:6])[N:8]=[C:9]([C:15]2[C:16]([NH:32][C:33]3[C:34]4[CH:35]=[N:36][NH:37][C:38]=4[CH:39]=[CH:40][CH:41]=3)=[N:17][CH:18]=[C:19]([CH2:21][N:22]3[CH2:23][CH2:24][N:25]([S:28]([CH3:31])(=[O:29])=[O:30])[CH2:26][CH2:27]3)[CH:20]=2)[N:10]=1. The catalyst class is: 61. (4) Product: [CH3:14][O:13][C:11](=[O:12])[C:10]1[CH:15]=[C:6]([F:17])[CH:7]=[CH:8][C:9]=1[Cl:16]. Reactant: N([O-])=O.[Na+].N[C:6]1[CH:7]=[CH:8][C:9]([Cl:16])=[C:10]([CH:15]=1)[C:11]([O:13][CH3:14])=[O:12].[F:17][B-](F)(F)F.[H+]. The catalyst class is: 33. (5) The catalyst class is: 10. Product: [CH3:15][C:16]([OH:17])([CH3:19])[CH2:18][N:12]1[CH:13]=[C:9]([B:4]2[O:5][C:6]([CH3:7])([CH3:8])[C:2]([CH3:14])([CH3:1])[O:3]2)[CH:10]=[N:11]1. Reactant: [CH3:1][C:2]1([CH3:14])[C:6]([CH3:8])([CH3:7])[O:5][B:4]([C:9]2[CH:10]=[N:11][NH:12][CH:13]=2)[O:3]1.[CH3:15][C:16]1([CH3:19])[CH2:18][O:17]1.C(=O)([O-])[O-].[Cs+].[Cs+]. (6) Reactant: Cl[C:2]1[N:3]=[C:4]([C:13]2[C:18]([CH2:19][CH3:20])=[CH:17][CH:16]=[CH:15][C:14]=2[CH2:21][CH3:22])[C:5]([CH3:12])=[C:6]2[C:10]([CH3:11])=[CH:9][NH:8][C:7]=12.[OH-].[Na+]. Product: [CH2:21]([C:14]1[CH:15]=[CH:16][CH:17]=[C:18]([CH2:19][CH3:20])[C:13]=1[C:4]1[C:5]([CH3:12])=[C:6]2[C:10]([CH3:11])=[CH:9][NH:8][C:7]2=[CH:2][N:3]=1)[CH3:22]. The catalyst class is: 19. (7) Reactant: [CH2:1]([NH:3][C:4]([NH:6][C:7]1[CH:12]=[CH:11][C:10]([C:13]2[N:14]=[C:15]([N:22]3[CH2:27][CH2:26][O:25][CH2:24][C@@H:23]3[CH3:28])[C:16]3[CH2:21][NH:20][CH2:19][C:17]=3[N:18]=2)=[CH:9][CH:8]=1)=[O:5])[CH3:2].C=O.[CH3:31]CN(CC)CC.C(O[BH-](OC(=O)C)OC(=O)C)(=O)C.[Na+]. Product: [CH2:1]([NH:3][C:4]([NH:6][C:7]1[CH:12]=[CH:11][C:10]([C:13]2[N:14]=[C:15]([N:22]3[CH2:27][CH2:26][O:25][CH2:24][C@@H:23]3[CH3:28])[C:16]3[CH2:21][N:20]([CH3:31])[CH2:19][C:17]=3[N:18]=2)=[CH:9][CH:8]=1)=[O:5])[CH3:2]. The catalyst class is: 1.